This data is from Peptide-MHC class II binding affinity with 134,281 pairs from IEDB. The task is: Regression. Given a peptide amino acid sequence and an MHC pseudo amino acid sequence, predict their binding affinity value. This is MHC class II binding data. (1) The peptide sequence is GSFVRTVSLPVGADE. The MHC is HLA-DQA10101-DQB10501 with pseudo-sequence HLA-DQA10101-DQB10501. The binding affinity (normalized) is 0.274. (2) The peptide sequence is GMTGCGNTPIFKSGR. The MHC is DRB1_0701 with pseudo-sequence DRB1_0701. The binding affinity (normalized) is 0.0201. (3) The peptide sequence is GETQIVDKIDAAFKI. The MHC is DRB1_1501 with pseudo-sequence DRB1_1501. The binding affinity (normalized) is 0.562.